This data is from Full USPTO retrosynthesis dataset with 1.9M reactions from patents (1976-2016). The task is: Predict the reactants needed to synthesize the given product. (1) Given the product [Br:1][C:2]1[CH:7]=[CH:6][CH:5]=[C:4]([C:8]([F:11])([F:10])[F:9])[C:3]=1[CH2:12][C:13]([O:15][CH3:16])=[O:14], predict the reactants needed to synthesize it. The reactants are: [Br:1][C:2]1[CH:7]=[CH:6][CH:5]=[C:4]([C:8]([F:11])([F:10])[F:9])[C:3]=1[CH2:12][C:13]([OH:15])=[O:14].[C:16]1(C)C=CC=CC=1.CO.C[Si](C=[N+]=[N-])(C)C. (2) Given the product [C:1]([O:10][CH2:19][CH2:18][O:17][CH2:11][CH2:12][CH2:13][CH2:14][CH2:15][CH3:16])(=[O:9])[CH2:2][CH2:3][CH2:4][CH2:5][C:6]([O:8][CH2:45][CH2:35][O:21][CH2:24][CH2:25][CH2:26][CH2:27][CH2:22][CH3:32])=[O:7], predict the reactants needed to synthesize it. The reactants are: [C:1]([OH:10])(=[O:9])[CH2:2][CH2:3][CH2:4][CH2:5][C:6]([OH:8])=[O:7].[CH2:11]([O:17][CH2:18][CH2:19]O)[CH2:12][CH2:13][CH2:14][CH2:15][CH3:16].[OH2:21].[C:22]1([CH3:32])[CH:27]=[CH:26][C:25](S(O)(=O)=O)=[CH:24]C=1.[OH-].[Na+].[C:35]1([CH3:45])C=CC(S(O)(=O)=O)=CC=1. (3) Given the product [C:3]([C:7]1[CH:8]=[C:9]([NH:26][S:27]([CH3:30])(=[O:29])=[O:28])[C:10]([O:24][CH3:25])=[C:11]([NH:13][C:14](=[O:23])[C:15]2[CH:20]=[CH:19][C:18]([CH3:21])=[C:17]([O:22][C:38]3[CH:37]=[CH:36][N:35]=[C:34]([Cl:33])[CH:39]=3)[CH:16]=2)[CH:12]=1)([CH3:6])([CH3:4])[CH3:5], predict the reactants needed to synthesize it. The reactants are: [H-].[Na+].[C:3]([C:7]1[CH:8]=[C:9]([NH:26][S:27]([CH3:30])(=[O:29])=[O:28])[C:10]([O:24][CH3:25])=[C:11]([NH:13][C:14](=[O:23])[C:15]2[CH:20]=[CH:19][C:18]([CH3:21])=[C:17]([OH:22])[CH:16]=2)[CH:12]=1)([CH3:6])([CH3:5])[CH3:4].[H][H].[Cl:33][C:34]1[CH:39]=[C:38](I)[CH:37]=[CH:36][N:35]=1. (4) Given the product [NH2:1][C:2]1[N:6]([CH3:7])[C:5](=[O:8])[C:4]([C:16]2[CH:21]=[CH:20][C:19]([F:22])=[C:18]([C:25]3[CH:30]=[N:29][CH:28]=[C:27]([F:31])[CH:26]=3)[CH:17]=2)([C:9]2[CH:14]=[CH:13][C:12]([OH:15])=[CH:11][CH:10]=2)[N:3]=1, predict the reactants needed to synthesize it. The reactants are: [NH2:1][C:2]1[N:6]([CH3:7])[C:5](=[O:8])[C:4]([C:16]2[CH:21]=[CH:20][C:19]([F:22])=[C:18](Br)[CH:17]=2)([C:9]2[CH:14]=[CH:13][C:12]([OH:15])=[CH:11][CH:10]=2)[N:3]=1.Br[C:25]1[CH:26]=[C:27]([F:31])[CH:28]=[N:29][CH:30]=1. (5) Given the product [Br:1][C:2]1[C:3](=[O:23])[N:4]([C:24]([O:26][C:27]([CH3:30])([CH3:29])[CH3:28])=[O:25])[N:5]=[CH:6][C:7]=1[N:8]1[CH2:13][CH2:12][CH:11]([C:14]2[C:19]([O:20][CH3:21])=[CH:18][CH:17]=[CH:16][C:15]=2[F:22])[CH2:10][CH2:9]1, predict the reactants needed to synthesize it. The reactants are: [Br:1][C:2]1[C:3](=[O:23])[NH:4][N:5]=[CH:6][C:7]=1[N:8]1[CH2:13][CH2:12][CH:11]([C:14]2[C:19]([O:20][CH3:21])=[CH:18][CH:17]=[CH:16][C:15]=2[F:22])[CH2:10][CH2:9]1.[C:24](O[C:24]([O:26][C:27]([CH3:30])([CH3:29])[CH3:28])=[O:25])([O:26][C:27]([CH3:30])([CH3:29])[CH3:28])=[O:25].C(N(CC)CC)C. (6) Given the product [CH2:1]([O:3][C:4]([C:6]1[C:14]2[C:9](=[CH:10][CH:11]=[C:12]([O:15][C:38]3[CH:39]=[CH:40][C:35]([C:34]([F:45])([F:44])[F:33])=[CH:36][CH:37]=3)[CH:13]=2)[N:8]([C:16]2[CH:17]=[CH:18][C:19]([O:22][C:23]([F:26])([F:24])[F:25])=[CH:20][CH:21]=2)[C:7]=1[CH2:27][C:28]([O:30][CH2:31][CH3:32])=[O:29])=[O:5])[CH3:2], predict the reactants needed to synthesize it. The reactants are: [CH2:1]([O:3][C:4]([C:6]1[C:14]2[C:9](=[CH:10][CH:11]=[C:12]([OH:15])[CH:13]=2)[N:8]([C:16]2[CH:21]=[CH:20][C:19]([O:22][C:23]([F:26])([F:25])[F:24])=[CH:18][CH:17]=2)[C:7]=1[CH2:27][C:28]([O:30][CH2:31][CH3:32])=[O:29])=[O:5])[CH3:2].[F:33][C:34]([F:45])([F:44])[C:35]1[CH:40]=[CH:39][C:38](B(O)O)=[CH:37][CH:36]=1.